Dataset: Catalyst prediction with 721,799 reactions and 888 catalyst types from USPTO. Task: Predict which catalyst facilitates the given reaction. (1) Product: [CH3:1][O:2][C:3]([CH:5]1[CH2:6][C:7]2[N:36]=[C:16]([C:17]([F:20])([F:19])[F:18])[CH:15]=[CH:14][C:8]=2[C:9](=[O:11])[CH2:10]1)=[O:4]. The catalyst class is: 133. Reactant: [CH3:1][O:2][C:3]([CH:5]1[CH2:10][C:9](=[O:11])[CH2:8][C:7](=O)[CH2:6]1)=[O:4].N/[CH:14]=[CH:15]\[C:16](=O)[C:17]([F:20])([F:19])[F:18].FC(F)(F)C(O)=O.FC(F)(F)C([O-])=O.[NH4+:36]. (2) Reactant: [CH3:1][C:2]1([CH3:38])[CH2:7][CH2:6][C:5]([C:8]2[CH:13]=[C:12]([C:14]([CH3:27])([CH3:26])[CH2:15][N:16]3[CH2:20][CH:19]4[O:21]C(C)(C)[O:23][CH:18]4[CH2:17]3)[CH:11]=[CH:10][C:9]=2[NH:28][C:29]([C:31]2[NH:32][CH:33]=[C:34]([C:36]#[N:37])[N:35]=2)=[O:30])=[CH:4][CH2:3]1.[ClH:39].C1COCC1. Product: [ClH:39].[OH:21][CH:19]1[CH:18]([OH:23])[CH2:17][N:16]([CH2:15][C:14]([C:12]2[CH:11]=[CH:10][C:9]([NH:28][C:29]([C:31]3[NH:32][CH:33]=[C:34]([C:36]#[N:37])[N:35]=3)=[O:30])=[C:8]([C:5]3[CH2:6][CH2:7][C:2]([CH3:38])([CH3:1])[CH2:3][CH:4]=3)[CH:13]=2)([CH3:27])[CH3:26])[CH2:20]1. The catalyst class is: 25.